This data is from Reaction yield outcomes from USPTO patents with 853,638 reactions. The task is: Predict the reaction yield, written as a fraction of the theoretical maximum amount of product (1.0 means a 100% yield; for example, 0.34 means a 34% yield). (1) The reactants are [CH2:1]([O:8][C:9](=[O:37])[N:10]([CH2:34][CH:35]=[CH2:36])[C:11]1[C:16](=[O:17])[N:15]2[C@H:18]([C:25](=[O:33])[NH:26][C:27]3[CH:32]=[CH:31][CH:30]=[CH:29][CH:28]=3)[CH2:19][C@:20]([N:22]=[N+:23]=[N-:24])([CH3:21])[C:14]2=[N:13][CH:12]=1)[C:2]1[CH:7]=[CH:6][CH:5]=[CH:4][CH:3]=1.[CH3:38][C:39]([O:42][C:43](O[C:43]([O:42][C:39]([CH3:41])([CH3:40])[CH3:38])=[O:44])=[O:44])([CH3:41])[CH3:40]. The catalyst is CC#N.CN(C1C=CN=CC=1)C.CCOC(C)=O. The product is [CH2:1]([O:8][C:9](=[O:37])[N:10]([CH2:34][CH:35]=[CH2:36])[C:11]1[C:16](=[O:17])[N:15]2[C@H:18]([C:25]([N:26]([C:43]([O:42][C:39]([CH3:41])([CH3:40])[CH3:38])=[O:44])[C:27]3[CH:32]=[CH:31][CH:30]=[CH:29][CH:28]=3)=[O:33])[CH2:19][C@:20]([N:22]=[N+:23]=[N-:24])([CH3:21])[C:14]2=[N:13][CH:12]=1)[C:2]1[CH:3]=[CH:4][CH:5]=[CH:6][CH:7]=1. The yield is 0.980. (2) The reactants are [CH3:1][O:2][C:3]([C:5]1[S:6][C:7]([C:18]#[C:19][C:20]([CH3:23])([CH3:22])[CH3:21])=[CH:8][C:9]=1[NH:10][CH:11]1[CH2:16][CH2:15][C:14](=[O:17])[CH2:13][CH2:12]1)=[O:4].N1C=CC=CC=1.[CH3:30][C:31]1[CH:39]=[C:38]([CH3:40])[CH:37]=[CH:36][C:32]=1[C:33](Cl)=[O:34]. The catalyst is C1(C)C=CC=CC=1.CCOC(C)=O. The product is [CH3:1][O:2][C:3]([C:5]1[S:6][C:7]([C:18]#[C:19][C:20]([CH3:23])([CH3:22])[CH3:21])=[CH:8][C:9]=1[N:10]([C:33](=[O:34])[C:32]1[CH:36]=[CH:37][C:38]([CH3:40])=[CH:39][C:31]=1[CH3:30])[CH:11]1[CH2:16][CH2:15][C:14](=[O:17])[CH2:13][CH2:12]1)=[O:4]. The yield is 0.800. (3) The reactants are [C:1](O[BH-](OC(=O)C)OC(=O)C)(=O)C.[Na+].C=O.[CH3:17][O:18][C:19]1[CH:20]=[C:21]([CH2:25][CH2:26][C@@H:27]2[NH:32][CH2:31][CH2:30][N:29]([C:33]3[C:42]4[N:41]=[C:40]([C:43]([F:46])([F:45])[F:44])[S:39][C:38]=4[NH:37][C:36]4[CH:47]=[CH:48][CH:49]=[CH:50][C:35]=4[N:34]=3)[CH2:28]2)[CH:22]=[CH:23][CH:24]=1. The catalyst is CO.ClC(Cl)C. The product is [CH3:17][O:18][C:19]1[CH:20]=[C:21]([CH2:25][CH2:26][C@@H:27]2[N:32]([CH3:1])[CH2:31][CH2:30][N:29]([C:33]3[C:42]4[N:41]=[C:40]([C:43]([F:45])([F:46])[F:44])[S:39][C:38]=4[NH:37][C:36]4[CH:47]=[CH:48][CH:49]=[CH:50][C:35]=4[N:34]=3)[CH2:28]2)[CH:22]=[CH:23][CH:24]=1. The yield is 0.600. (4) The reactants are [F:1][C:2]1[CH:7]=[CH:6][C:5]([OH:8])=[CH:4][CH:3]=1.[Cl:9][C:10]1[C:16](Cl)=[CH:15][C:13]([NH2:14])=[C:12]([N+:18]([O-:20])=[O:19])[CH:11]=1.C(=O)([O-])[O-].[K+].[K+]. The catalyst is CS(C)=O. The product is [Cl:9][C:10]1[C:16]([O:8][C:5]2[CH:6]=[CH:7][C:2]([F:1])=[CH:3][CH:4]=2)=[CH:15][C:13]([NH2:14])=[C:12]([N+:18]([O-:20])=[O:19])[CH:11]=1. The yield is 0.490. (5) The reactants are [Cl:1][C:2]1[NH:7][C:6](=[O:8])[C:5]([Cl:9])=[C:4]([Cl:10])[N:3]=1.[H-].[Na+].[CH3:13][O:14][C:15](=[O:18])[CH2:16]Br. The catalyst is CN(C=O)C.O. The product is [CH3:13][O:14][C:15](=[O:18])[CH2:16][N:7]1[C:6](=[O:8])[C:5]([Cl:9])=[C:4]([Cl:10])[N:3]=[C:2]1[Cl:1]. The yield is 0.220. (6) The reactants are [CH:1](O)=O.C=O.C([BH3-])#N.[Na+].[Cl:10][C:11]1[CH:12]=[C:13]([C:17]2[N:21]=[C:20]([CH:22]3[CH2:27][NH:26][CH2:25][CH2:24][N:23]3[C:28]3[N:32]([CH3:33])[C:31]([C:34]4[CH:39]=[CH:38][C:37]([O:40][CH:41]([F:43])[F:42])=[CH:36][CH:35]=4)=[N:30][N:29]=3)[O:19][N:18]=2)[CH:14]=[CH:15][CH:16]=1. The catalyst is CO.O. The product is [Cl:10][C:11]1[CH:12]=[C:13]([C:17]2[N:21]=[C:20]([CH:22]3[CH2:27][N:26]([CH3:1])[CH2:25][CH2:24][N:23]3[C:28]3[N:32]([CH3:33])[C:31]([C:34]4[CH:39]=[CH:38][C:37]([O:40][CH:41]([F:43])[F:42])=[CH:36][CH:35]=4)=[N:30][N:29]=3)[O:19][N:18]=2)[CH:14]=[CH:15][CH:16]=1. The yield is 0.570. (7) The yield is 0.200. The catalyst is C(O)C. The reactants are Cl[S:2]([C:5]1[CH:6]=[C:7]2[C:11](=[CH:12][CH:13]=1)[NH:10][C:9](=[O:14])[CH2:8]2)(=[O:4])=[O:3].[OH-].[NH4+:16]. The product is [NH2:16][S:2]([C:5]1[CH:6]=[C:7]2[C:11](=[CH:12][CH:13]=1)[NH:10][C:9](=[O:14])[CH2:8]2)(=[O:4])=[O:3].